From a dataset of Full USPTO retrosynthesis dataset with 1.9M reactions from patents (1976-2016). Predict the reactants needed to synthesize the given product. Given the product [CH3:31][O:30][CH2:29][C@H:18]([O:17][C:16]1[N:15]=[CH:14][N:13]=[C:12]2[N:8]([C:3]3[CH:4]=[CH:5][CH:6]=[CH:7][CH:2]=3)[N:9]=[CH:10][C:11]=12)[C:19]([NH:21][C:22]1[CH:27]=[CH:26][C:25]([CH3:28])=[CH:24][N:23]=1)=[O:20], predict the reactants needed to synthesize it. The reactants are: Cl[C:2]1[CH:7]=[CH:6][CH:5]=[CH:4][C:3]=1[N:8]1[C:12]2=[N:13][CH:14]=[N:15][C:16]([O:17][C@@H:18]([CH2:29][O:30][CH3:31])[C:19]([NH:21][C:22]3[CH:27]=[CH:26][C:25]([CH3:28])=[CH:24][N:23]=3)=[O:20])=[C:11]2[CH:10]=[N:9]1.